The task is: Predict the reaction yield, written as a fraction of the theoretical maximum amount of product (1.0 means a 100% yield; for example, 0.34 means a 34% yield).. This data is from Reaction yield outcomes from USPTO patents with 853,638 reactions. (1) The reactants are Cl[C:2]1[N:7]=[C:6]([N:8]2[CH2:13][CH2:12][O:11][CH2:10][C@H:9]2[CH3:14])[CH:5]=[C:4]([C:15]2([S:18]([CH3:21])(=[NH:20])=[O:19])[CH2:17][CH2:16]2)[N:3]=1.C(=O)([O-])[O-].[Na+].[Na+].CC1(C)C(C)(C)OB([C:36]2[CH:41]=[CH:40][N:39]=[C:38]3[N:42]([S:45]([C:48]4[CH:54]=[CH:53][C:51]([CH3:52])=[CH:50][CH:49]=4)(=[O:47])=[O:46])[CH:43]=[CH:44][C:37]=23)O1. The catalyst is COCCOC.O.Cl[Pd](Cl)([P](C1C=CC=CC=1)(C1C=CC=CC=1)C1C=CC=CC=1)[P](C1C=CC=CC=1)(C1C=CC=CC=1)C1C=CC=CC=1. The product is [CH3:14][C@@H:9]1[CH2:10][O:11][CH2:12][CH2:13][N:8]1[C:6]1[CH:5]=[C:4]([C:15]2([S:18]([CH3:21])(=[NH:20])=[O:19])[CH2:17][CH2:16]2)[N:3]=[C:2]([C:36]2[CH:41]=[CH:40][N:39]=[C:38]3[N:42]([S:45]([C:48]4[CH:54]=[CH:53][C:51]([CH3:52])=[CH:50][CH:49]=4)(=[O:46])=[O:47])[CH:43]=[CH:44][C:37]=23)[N:7]=1. The yield is 0.920. (2) The reactants are [CH3:1][O:2][C:3]1[CH:8]=[CH:7][C:6]([C:9]2[NH:13][C:12]3[CH:14]=[CH:15][CH:16]=[CH:17][C:11]=3[N:10]=2)=[CH:5][CH:4]=1.[I-].[H-].[Na+].Br[CH2:22][CH2:23][CH2:24][CH2:25][CH2:26][B:27]([OH:29])[OH:28]. The catalyst is O1CCCC1. The product is [CH3:1][O:2][C:3]1[CH:8]=[CH:7][C:6]([C:9]2[N:10]([CH2:22][CH2:23][CH2:24][CH2:25][CH2:26][B:27]([OH:29])[OH:28])[C:11]3[CH:17]=[CH:16][CH:15]=[CH:14][C:12]=3[N:13]=2)=[CH:5][CH:4]=1. The yield is 0.350. (3) The product is [C:16]([O:19][CH2:20][C:21]1[CH:26]=[C:25]([O:27][CH2:28][CH2:29][CH2:30][S:31]([CH3:34])(=[O:33])=[O:32])[CH:24]=[C:23]([CH3:35])[C:22]=1[C:36]1[CH:41]=[CH:40][CH:39]=[C:38]([CH2:42][O:1][C:2]2[CH:15]=[CH:14][C:5]3[C@H:6]([CH2:9][C:10]([O:12][CH3:13])=[O:11])[CH2:7][O:8][C:4]=3[CH:3]=2)[CH:37]=1)(=[O:18])[CH3:17]. The reactants are [OH:1][C:2]1[CH:15]=[CH:14][C:5]2[C@H:6]([CH2:9][C:10]([O:12][CH3:13])=[O:11])[CH2:7][O:8][C:4]=2[CH:3]=1.[C:16]([O:19][CH2:20][C:21]1[CH:26]=[C:25]([O:27][CH2:28][CH2:29][CH2:30][S:31]([CH3:34])(=[O:33])=[O:32])[CH:24]=[C:23]([CH3:35])[C:22]=1[C:36]1[CH:41]=[CH:40][CH:39]=[C:38]([CH2:42]O)[CH:37]=1)(=[O:18])[CH3:17].C(P(CCCC)CCCC)CCC.N(C(N1CCCCC1)=O)=NC(N1CCCCC1)=O. The yield is 0.790. The catalyst is C1(C)C=CC=CC=1.CCCCCC. (4) The product is [ClH:27].[CH3:19][C@@H:18]1[CH2:17][CH2:16][NH:15][CH2:14][C@@H:13]1[C:1]1[N:5]2[C:6]3[CH:12]=[CH:11][NH:10][C:7]=3[N:8]=[CH:9][C:4]2=[CH:3][N:2]=1. The reactants are [C:1]1([C@@H:13]2[C@H:18]([CH3:19])[CH2:17][CH2:16][N:15](C(OC(C)(C)C)=O)[CH2:14]2)[N:5]2[C:6]3[CH:12]=[CH:11][NH:10][C:7]=3[N:8]=[CH:9][C:4]2=[CH:3][N:2]=1.[ClH:27]. The catalyst is O1CCOCC1. The yield is 0.890.